Dataset: Forward reaction prediction with 1.9M reactions from USPTO patents (1976-2016). Task: Predict the product of the given reaction. (1) Given the reactants C(O[C:6]([N:8]1[CH2:12][C:11](=[N:13][O:14][CH3:15])[CH2:10][C@H:9]1[C:16]([OH:18])=O)=[O:7])(C)(C)C.[C:19]1([CH:25]([C:29]2[CH:34]=[CH:33][CH:32]=[CH:31][CH:30]=2)C(Cl)=O)[CH:24]=[CH:23][CH:22]=[CH:21][CH:20]=1.[CH3:35][O:36][C:37]1[CH:38]=[C:39]([CH:42]=[CH:43][C:44]=1[O:45][CH3:46])[CH2:40][NH2:41], predict the reaction product. The product is: [CH3:35][O:36][C:37]1[CH:38]=[C:39]([CH:42]=[CH:43][C:44]=1[O:45][CH3:46])[CH2:40][NH:41][C:16]([C@@H:9]1[CH2:10][C:11](=[N:13][O:14][CH3:15])[CH2:12][N:8]1[C:6](=[O:7])[CH:25]([C:19]1[CH:20]=[CH:21][CH:22]=[CH:23][CH:24]=1)[C:29]1[CH:30]=[CH:31][CH:32]=[CH:33][CH:34]=1)=[O:18]. (2) Given the reactants C(O)(C(F)(F)F)=O.C(OC([N:15]1[C:23]2[C:18](=[C:19]([NH:24][C:25]3[C:33]4[C:28](=[CH:29][N:30]=[CH:31][CH:32]=4)[O:27][C:26]=3[C:34]3[N:39]=[CH:38][CH:37]=[CH:36][N:35]=3)[CH:20]=[CH:21][CH:22]=2)[C:17]([CH2:40][CH2:41][C:42]([OH:44])=[O:43])=[N:16]1)=O)(C)(C)C, predict the reaction product. The product is: [N:39]1[CH:38]=[CH:37][CH:36]=[N:35][C:34]=1[C:26]1[O:27][C:28]2=[CH:29][N:30]=[CH:31][CH:32]=[C:33]2[C:25]=1[NH:24][C:19]1[CH:20]=[CH:21][CH:22]=[C:23]2[C:18]=1[C:17]([CH2:40][CH2:41][C:42]([OH:44])=[O:43])=[N:16][NH:15]2. (3) Given the reactants COC1C=CC(C[N:8](CC2C=CC(OC)=CC=2)[C:9]2[CH:10]=[C:11]([C:16]([CH:21]([C:26]([O:28][CH3:29])=[O:27])[C:22]([O:24][CH3:25])=[O:23])([CH:18]3[CH2:20][CH2:19]3)[CH3:17])[CH:12]=[CH:13][C:14]=2[Cl:15])=CC=1.ClC1C(=O)C(C#N)=C(C#N)C(=O)C=1Cl.C(=O)(O)[O-].[Na+], predict the reaction product. The product is: [NH2:8][C:9]1[CH:10]=[C:11]([C:16]([CH:21]([C:26]([O:28][CH3:29])=[O:27])[C:22]([O:24][CH3:25])=[O:23])([CH:18]2[CH2:19][CH2:20]2)[CH3:17])[CH:12]=[CH:13][C:14]=1[Cl:15]. (4) Given the reactants Cl.[NH2:2][CH2:3][C:4]([NH2:6])=[O:5].C(=O)([O-])[O-].[K+].[K+].C([C@@H:15]([CH:19]([OH:22])[CH2:20]Cl)[C:16](O)=[O:17])C, predict the reaction product. The product is: [OH:22][C@@H:19]1[CH2:20][N:2]([CH2:3][C:4]([NH2:6])=[O:5])[C:16](=[O:17])[CH2:15]1. (5) Given the reactants C(OC([NH:8][C:9]1[CH:14]=[CH:13][CH:12]=[CH:11][C:10]=1[NH:15][C:16]([C:18]1[N:23]=[CH:22][C:21]([C:24]2[CH:25]=[N:26][CH:27]=[CH:28][CH:29]=2)=[CH:20][CH:19]=1)=[O:17])=O)(C)(C)C.Cl, predict the reaction product. The product is: [NH2:8][C:9]1[CH:14]=[CH:13][CH:12]=[CH:11][C:10]=1[NH:15][C:16]([C:18]1[N:23]=[CH:22][C:21]([C:24]2[CH:25]=[N:26][CH:27]=[CH:28][CH:29]=2)=[CH:20][CH:19]=1)=[O:17]. (6) Given the reactants [C:1]1([C@@H:7]([NH:9][CH:10]2[CH:15]([C:16]([O:18][CH2:19][CH3:20])=[O:17])[CH2:14][CH2:13][N:12]([C:21]([O:23][C:24]([CH3:27])([CH3:26])[CH3:25])=[O:22])[CH2:11]2)[CH3:8])[CH:6]=[CH:5][CH:4]=[CH:3][CH:2]=1.[Na], predict the reaction product. The product is: [C:1]1([C@@H:7]([NH:9][C@H:10]2[C@H:15]([C:16]([O:18][CH2:19][CH3:20])=[O:17])[CH2:14][CH2:13][N:12]([C:21]([O:23][C:24]([CH3:26])([CH3:25])[CH3:27])=[O:22])[CH2:11]2)[CH3:8])[CH:6]=[CH:5][CH:4]=[CH:3][CH:2]=1. (7) Given the reactants [NH2:1][C@H:2]1[CH2:7][CH2:6][CH2:5][CH2:4][C@H:3]1[N:8]1[CH2:12][CH2:11][C@@H:10]([NH:13][C:14](=[O:29])[CH2:15][NH:16][C:17](=[O:28])[C:18]2[CH:23]=[CH:22][CH:21]=[C:20]([C:24]([F:27])([F:26])[F:25])[CH:19]=2)[CH2:9]1.[C:30](O)(=[O:37])[C:31]1[CH:36]=[CH:35][CH:34]=[CH:33][CH:32]=1.CCN(CC)CC.C(Cl)CCl.C1C=CC2N(O)N=NC=2C=1, predict the reaction product. The product is: [C:30]([NH:1][C@H:2]1[CH2:7][CH2:6][CH2:5][CH2:4][C@H:3]1[N:8]1[CH2:12][CH2:11][C@@H:10]([NH:13][C:14](=[O:29])[CH2:15][NH:16][C:17](=[O:28])[C:18]2[CH:23]=[CH:22][CH:21]=[C:20]([C:24]([F:26])([F:27])[F:25])[CH:19]=2)[CH2:9]1)(=[O:37])[C:31]1[CH:36]=[CH:35][CH:34]=[CH:33][CH:32]=1. (8) Given the reactants [F:1][C:2]([F:30])([F:29])[C@H:3]1[CH2:8][CH2:7][C@H:6]([NH:9][C:10](=[O:28])[C:11]2[CH:16]=[C:15]([N+:17]([O-])=O)[C:14]([NH2:20])=[N:13][C:12]=2[O:21][CH2:22][CH2:23][O:24][CH:25]([F:27])[F:26])[CH2:5][CH2:4]1, predict the reaction product. The product is: [F:29][C:2]([F:1])([F:30])[C@H:3]1[CH2:4][CH2:5][C@H:6]([NH:9][C:10](=[O:28])[C:11]2[CH:16]=[C:15]([NH2:17])[C:14]([NH2:20])=[N:13][C:12]=2[O:21][CH2:22][CH2:23][O:24][CH:25]([F:26])[F:27])[CH2:7][CH2:8]1. (9) The product is: [CH:22]([N:1]1[CH2:2][CH2:3][CH:4]([CH:7]2[CH2:11][CH2:10][CH2:9][N:8]2[C:12]([O:14][C:15]([CH3:18])([CH3:17])[CH3:16])=[O:13])[CH2:5][CH2:6]1)([CH3:24])[CH3:23]. Given the reactants [NH:1]1[CH2:6][CH2:5][CH:4]([CH:7]2[CH2:11][CH2:10][CH2:9][N:8]2[C:12]([O:14][C:15]([CH3:18])([CH3:17])[CH3:16])=[O:13])[CH2:3][CH2:2]1.[H-].[Na+].I[CH:22]([CH3:24])[CH3:23], predict the reaction product. (10) Given the reactants [Cl:1][C:2]1[CH:12]=[CH:11][C:5]([CH2:6][NH:7][C:8](=[O:10])[CH3:9])=[CH:4][C:3]=1[CH:13]=O.[CH:15]1([NH2:18])[CH2:17][CH2:16]1.[BH4-].[Na+], predict the reaction product. The product is: [Cl:1][C:2]1[CH:12]=[CH:11][C:5]([CH2:6][NH:7][C:8](=[O:10])[CH3:9])=[CH:4][C:3]=1[CH2:13][NH:18][CH:15]1[CH2:17][CH2:16]1.